From a dataset of Full USPTO retrosynthesis dataset with 1.9M reactions from patents (1976-2016). Predict the reactants needed to synthesize the given product. (1) Given the product [F:28][C:12]1[CH:11]=[C:10]([C:4]2[CH:3]=[N:2][N:1]([CH2:30][CH2:31][CH:32]([CH3:36])[CH3:33])[CH:5]=2)[CH:15]=[CH:14][C:13]=1[NH:16][C:17]([N:19]1[CH2:27][C:26]2[C:21](=[CH:22][CH:23]=[CH:24][CH:25]=2)[CH2:20]1)=[O:18], predict the reactants needed to synthesize it. The reactants are: [NH:1]1[CH:5]=[CH:4][C:3](B(O)O)=[N:2]1.Br[C:10]1[CH:15]=[CH:14][C:13]([NH:16][C:17]([N:19]2[CH2:27][C:26]3[C:21](=[CH:22][CH:23]=[CH:24][CH:25]=3)[CH2:20]2)=[O:18])=[C:12]([F:28])[CH:11]=1.Br[C:30]1[CH:31]=[C:32]2[C:36](=CC=1)CN(C(NC1C=[CH:36][C:32]([C:33](=O)NCCC)=[CH:31][CH:30]=1)=O)[CH2:33]2. (2) Given the product [C:1]([O:5][C:6](=[O:26])[NH:7][CH2:8][CH2:9][CH2:10][O:11][C:12]1[CH:17]=[C:16]([N:18]2[CH2:19][CH2:20][CH2:21][CH2:22]2)[CH:15]=[CH:14][C:13]=1[NH2:23])([CH3:4])([CH3:2])[CH3:3], predict the reactants needed to synthesize it. The reactants are: [C:1]([O:5][C:6](=[O:26])[NH:7][CH2:8][CH2:9][CH2:10][O:11][C:12]1[CH:17]=[C:16]([N:18]2[CH2:22][CH2:21][CH2:20][CH2:19]2)[CH:15]=[CH:14][C:13]=1[N+:23]([O-])=O)([CH3:4])([CH3:3])[CH3:2]. (3) Given the product [CH3:23][NH:24][C:20]([C:10]1[N:11]=[C:12]([C:14]2[CH:15]=[CH:16][CH:17]=[CH:18][CH:19]=2)[S:13][C:9]=1[NH:8][C:6]([O:5][C:1]([CH3:4])([CH3:3])[CH3:2])=[O:7])=[O:22], predict the reactants needed to synthesize it. The reactants are: [C:1]([O:5][C:6]([NH:8][C:9]1[S:13][C:12]([C:14]2[CH:19]=[CH:18][CH:17]=[CH:16][CH:15]=2)=[N:11][C:10]=1[C:20]([OH:22])=O)=[O:7])([CH3:4])([CH3:3])[CH3:2].[CH3:23][N:24](C(ON1N=NC2C=CC=NC1=2)=[N+](C)C)C.F[P-](F)(F)(F)(F)F.CN1CCOCC1.CN. (4) The reactants are: [CH2:1]([NH:8][C:9]1[C:10](=[O:26])[N:11]([C:22]([CH3:25])([CH3:24])C)[S:12](=[O:21])(=[O:20])[C:13]=1[C:14]1[CH:19]=[CH:18][CH:17]=[CH:16][CH:15]=1)[C:2]1[CH:7]=[CH:6][CH:5]=[CH:4][CH:3]=1.Br[CH:28]1CCC[CH2:29]1. Given the product [CH2:1]([NH:8][C:9]1[C:10](=[O:26])[N:11]([CH:22]2[CH2:24][CH2:29][CH2:28][CH2:25]2)[S:12](=[O:20])(=[O:21])[C:13]=1[C:14]1[CH:19]=[CH:18][CH:17]=[CH:16][CH:15]=1)[C:2]1[CH:3]=[CH:4][CH:5]=[CH:6][CH:7]=1, predict the reactants needed to synthesize it. (5) Given the product [NH:14]1[C:15]2[C:20](=[CH:19][CH:18]=[CH:17][CH:16]=2)[C:12]([C:10]2[NH:9][C:8]3[CH:21]=[CH:22][C:5]([C:3]([OH:4])=[O:2])=[CH:6][C:7]=3[N:11]=2)=[N:13]1, predict the reactants needed to synthesize it. The reactants are: C[O:2][C:3]([C:5]1[CH:22]=[CH:21][C:8]2[NH:9][C:10]([C:12]3[C:20]4[C:15](=[CH:16][CH:17]=[CH:18][CH:19]=4)[NH:14][N:13]=3)=[N:11][C:7]=2[CH:6]=1)=[O:4].[OH-].[Na+]. (6) The reactants are: [CH3:1][O:2][C:3]1[CH:4]=[CH:5][C:6]2[O:10][CH2:9][C:8](=O)[C:7]=2[CH:12]=1.[C:13]([CH:16]=P(C1C=CC=CC=1)(C1C=CC=CC=1)C1C=CC=CC=1)([OH:15])=[O:14].[C:36]1(C)C=CC=C[CH:37]=1. Given the product [CH2:36]([O:15][C:13](=[O:14])[CH2:16][C:8]1[C:7]2[CH:12]=[C:3]([O:2][CH3:1])[CH:4]=[CH:5][C:6]=2[O:10][CH:9]=1)[CH3:37], predict the reactants needed to synthesize it.